From a dataset of Reaction yield outcomes from USPTO patents with 853,638 reactions. Predict the reaction yield, written as a fraction of the theoretical maximum amount of product (1.0 means a 100% yield; for example, 0.34 means a 34% yield). (1) The yield is 0.640. The reactants are [Cl:1][C:2]1[N:7]=[CH:6][C:5]2[CH:8]=[N:9][NH:10][C:4]=2[CH:3]=1.Br[C:12]1[N:17]=[C:16]([N:18]2[CH:23]([CH3:24])[CH2:22][CH2:21][CH:20]([NH:25][C:26](=[O:32])[O:27][C:28]([CH3:31])([CH3:30])[CH3:29])[CH2:19]2)[CH:15]=[CH:14][CH:13]=1.CC1(C)C2C(=C(P(C3C=CC=CC=3)C3C=CC=CC=3)C=CC=2)OC2C(P(C3C=CC=CC=3)C3C=CC=CC=3)=CC=CC1=2.CC(C)([O-])C.[Na+]. The product is [Cl:1][C:2]1[N:7]=[CH:6][C:5]2[CH:8]=[N:9][N:10]([C:12]3[N:17]=[C:16]([N:18]4[CH:23]([CH3:24])[CH2:22][CH2:21][CH:20]([NH:25][C:26](=[O:32])[O:27][C:28]([CH3:31])([CH3:30])[CH3:29])[CH2:19]4)[CH:15]=[CH:14][CH:13]=3)[C:4]=2[CH:3]=1. The catalyst is C1(C)C=CC=CC=1.C1C=CC(/C=C/C(/C=C/C2C=CC=CC=2)=O)=CC=1.C1C=CC(/C=C/C(/C=C/C2C=CC=CC=2)=O)=CC=1.C1C=CC(/C=C/C(/C=C/C2C=CC=CC=2)=O)=CC=1.[Pd].[Pd]. (2) The catalyst is CC(N(C)C)=O.CCOC(C)=O. The product is [F:21][C:18]1[CH:19]=[CH:20][C:13]([O:11][C:9]2[CH:8]=[CH:7][C:6]3[C:2]([CH3:1])=[N:3][O:4][C:5]=3[CH:10]=2)=[C:14]([CH:17]=1)[C:15]#[N:16]. The yield is 0.580. The reactants are [CH3:1][C:2]1[C:6]2[CH:7]=[CH:8][C:9]([OH:11])=[CH:10][C:5]=2[O:4][N:3]=1.F[C:13]1[CH:20]=[CH:19][C:18]([F:21])=[CH:17][C:14]=1[C:15]#[N:16].C(=O)([O-])[O-].[K+].[K+]. (3) The reactants are Br[C:2]1[CH:3]=[C:4]2[C:9]([NH:10][C@@H:11]3[CH2:15][CH2:14][C@@:13]([C:17](=[O:19])[NH2:18])([CH3:16])[C:12]3([CH3:21])[CH3:20])=[C:8]([C:22]([NH2:24])=[O:23])[CH:7]=[N:6][N:5]2[CH:25]=1.[CH3:26][O:27][C:28]1[N:33]=[CH:32][C:31](B(O)O)=[CH:30][CH:29]=1.P([O-])([O-])([O-])=O.[K+].[K+].[K+]. The catalyst is CN(C=O)C.C(P(C(C)(C)C)[C-]1C=CC=C1)(C)(C)C.[C-]1(P(C(C)(C)C)C(C)(C)C)C=CC=C1.[Fe+2].C([O-])(=O)C.[Pd+2].C([O-])(=O)C. The product is [C:17]([C@@:13]1([CH3:16])[CH2:14][CH2:15][C@@H:11]([NH:10][C:9]2[C:4]3[N:5]([CH:25]=[C:2]([C:31]4[CH:32]=[N:33][C:28]([O:27][CH3:26])=[CH:29][CH:30]=4)[CH:3]=3)[N:6]=[CH:7][C:8]=2[C:22]([NH2:24])=[O:23])[C:12]1([CH3:21])[CH3:20])(=[O:19])[NH2:18]. The yield is 0.201.